Predict which catalyst facilitates the given reaction. From a dataset of Catalyst prediction with 721,799 reactions and 888 catalyst types from USPTO. Reactant: [C:1]([NH:5][C:6]1[C:11]([NH2:12])=[CH:10][CH:9]=[CH:8][N:7]=1)([CH3:4])([CH3:3])[CH3:2].CCN(C(C)C)C(C)C.[F:22][C:23]1[C:31]([F:32])=[CH:30][CH:29]=[CH:28][C:24]=1[C:25](Cl)=[O:26]. Product: [C:1]([NH:5][C:6]1[C:11]([NH:12][C:25](=[O:26])[C:24]2[CH:28]=[CH:29][CH:30]=[C:31]([F:32])[C:23]=2[F:22])=[CH:10][CH:9]=[CH:8][N:7]=1)([CH3:4])([CH3:2])[CH3:3]. The catalyst class is: 2.